This data is from NCI-60 drug combinations with 297,098 pairs across 59 cell lines. The task is: Regression. Given two drug SMILES strings and cell line genomic features, predict the synergy score measuring deviation from expected non-interaction effect. Drug 1: CCCCCOC(=O)NC1=NC(=O)N(C=C1F)C2C(C(C(O2)C)O)O. Drug 2: CCC1=C2CN3C(=CC4=C(C3=O)COC(=O)C4(CC)O)C2=NC5=C1C=C(C=C5)O. Cell line: UACC62. Synergy scores: CSS=36.6, Synergy_ZIP=1.18, Synergy_Bliss=-1.23, Synergy_Loewe=-33.3, Synergy_HSA=0.940.